This data is from Forward reaction prediction with 1.9M reactions from USPTO patents (1976-2016). The task is: Predict the product of the given reaction. (1) Given the reactants [Br:1]N1C(=O)CCC1=O.[CH3:9][O:10][C:11](=[O:22])[C:12]1[CH:17]=[CH:16][C:15]([N+:18]([O-:20])=[O:19])=[CH:14][C:13]=1[CH3:21].C1CCC(N=NC2(C#N)CCCCC2)(C#N)CC1, predict the reaction product. The product is: [CH3:9][O:10][C:11](=[O:22])[C:12]1[CH:17]=[CH:16][C:15]([N+:18]([O-:20])=[O:19])=[CH:14][C:13]=1[CH2:21][Br:1]. (2) Given the reactants [Cl:1][C:2]1[CH:7]=[C:6]([Cl:8])[CH:5]=[CH:4][C:3]=1B(O)O.[NH2:12][C:13]1[C:14]([C:20]([NH:22][C:23]2[CH:24]=[N:25][CH:26]=[CH:27][C:28]=2[CH2:29][CH2:30][N:31]2[CH2:35][CH2:34][CH2:33][CH2:32]2)=[O:21])=[N:15][C:16](Br)=[CH:17][N:18]=1.C([O-])([O-])=O.[Na+].[Na+].C(Cl)Cl, predict the reaction product. The product is: [NH2:12][C:13]1[C:14]([C:20]([NH:22][C:23]2[CH:24]=[N:25][CH:26]=[CH:27][C:28]=2[CH2:29][CH2:30][N:31]2[CH2:35][CH2:34][CH2:33][CH2:32]2)=[O:21])=[N:15][C:16]([C:3]2[CH:4]=[CH:5][C:6]([Cl:8])=[CH:7][C:2]=2[Cl:1])=[CH:17][N:18]=1. (3) Given the reactants C(OC[C:7]([CH2:12][OH:13])([CH2:10]O)[CH2:8]O)(=O)C=C.[C:35](OCC(CO[C:35](=[O:38])[CH:36]=[CH2:37])(CO[C:35](=[O:38])[CH:36]=[CH2:37])CO[C:35](=[O:38])[CH:36]=[CH2:37])(=[O:38])[CH:36]=[CH2:37], predict the reaction product. The product is: [CH2:35]1[CH2:37][CH2:36][C:35]([OH:38])([C:12]([C:7]2[CH:8]=[CH:37][CH:36]=[CH:35][CH:10]=2)=[O:13])[CH2:37][CH2:36]1.